This data is from NCI-60 drug combinations with 297,098 pairs across 59 cell lines. The task is: Regression. Given two drug SMILES strings and cell line genomic features, predict the synergy score measuring deviation from expected non-interaction effect. Drug 1: C1CN1C2=NC(=NC(=N2)N3CC3)N4CC4. Drug 2: C1CCC(CC1)NC(=O)N(CCCl)N=O. Cell line: SK-OV-3. Synergy scores: CSS=12.3, Synergy_ZIP=-3.98, Synergy_Bliss=-1.50, Synergy_Loewe=-3.27, Synergy_HSA=-0.613.